Dataset: NCI-60 drug combinations with 297,098 pairs across 59 cell lines. Task: Regression. Given two drug SMILES strings and cell line genomic features, predict the synergy score measuring deviation from expected non-interaction effect. (1) Drug 1: C1CCC(CC1)NC(=O)N(CCCl)N=O. Drug 2: COC1=C2C(=CC3=C1OC=C3)C=CC(=O)O2. Cell line: HCT116. Synergy scores: CSS=27.3, Synergy_ZIP=-0.665, Synergy_Bliss=-3.49, Synergy_Loewe=-7.53, Synergy_HSA=-2.76. (2) Drug 1: CC1=CC=C(C=C1)C2=CC(=NN2C3=CC=C(C=C3)S(=O)(=O)N)C(F)(F)F. Drug 2: C1CN(P(=O)(OC1)NCCCl)CCCl. Cell line: SNB-19. Synergy scores: CSS=-5.12, Synergy_ZIP=2.58, Synergy_Bliss=2.90, Synergy_Loewe=-3.52, Synergy_HSA=-1.86. (3) Drug 1: CC12CCC(CC1=CCC3C2CCC4(C3CC=C4C5=CN=CC=C5)C)O. Drug 2: C1=CC=C(C=C1)NC(=O)CCCCCCC(=O)NO. Cell line: K-562. Synergy scores: CSS=26.7, Synergy_ZIP=-11.5, Synergy_Bliss=-4.19, Synergy_Loewe=-12.9, Synergy_HSA=-3.27.